Predict the reaction yield, written as a fraction of the theoretical maximum amount of product (1.0 means a 100% yield; for example, 0.34 means a 34% yield). From a dataset of Reaction yield outcomes from USPTO patents with 853,638 reactions. (1) The reactants are Br[C:2]1[CH:3]=[C:4]([C:8]2[N:12]=[C:11]([C:13]3[CH:18]=[CH:17][CH:16]=[CH:15][N:14]=3)[O:10][N:9]=2)[CH:5]=[N:6][CH:7]=1.B1([C:25]2[CH:30]=[CH:29][CH:28]=[N:27][CH:26]=2)OCCCO1.COCCOC.C(=O)([O-])[O-].[Na+].[Na+]. The catalyst is ClCCl.C1C=CC([P]([Pd]([P](C2C=CC=CC=2)(C2C=CC=CC=2)C2C=CC=CC=2)([P](C2C=CC=CC=2)(C2C=CC=CC=2)C2C=CC=CC=2)[P](C2C=CC=CC=2)(C2C=CC=CC=2)C2C=CC=CC=2)(C2C=CC=CC=2)C2C=CC=CC=2)=CC=1. The product is [N:14]1[CH:15]=[CH:16][CH:17]=[CH:18][C:13]=1[C:11]1[O:10][N:9]=[C:8]([C:4]2[CH:5]=[N:6][CH:7]=[C:2]([C:25]3[CH:26]=[N:27][CH:28]=[CH:29][CH:30]=3)[CH:3]=2)[N:12]=1. The yield is 0.432. (2) The reactants are C([O:3][C:4]([C@@H:6]1[C@@H:8]([C:9](=[O:34])[NH:10][C@@H:11]([CH2:27][C:28]2[N:32]([CH3:33])[CH:31]=[N:30][CH:29]=2)[C:12]([NH:14][C:15]2[S:16][CH:17]=[C:18]([C:20]3[CH:25]=[CH:24][C:23]([F:26])=[CH:22][CH:21]=3)[N:19]=2)=[O:13])[O:7]1)=[O:5])C.[Li+].[OH-]. The catalyst is C1COCC1.CO.O. The product is [F:26][C:23]1[CH:22]=[CH:21][C:20]([C:18]2[N:19]=[C:15]([NH:14][C:12](=[O:13])[C@@H:11]([NH:10][C:9]([C@H:8]3[O:7][C@@H:6]3[C:4]([OH:5])=[O:3])=[O:34])[CH2:27][C:28]3[N:32]([CH3:33])[CH:31]=[N:30][CH:29]=3)[S:16][CH:17]=2)=[CH:25][CH:24]=1. The yield is 0.461.